From a dataset of Aqueous solubility values for 9,982 compounds from the AqSolDB database. Regression/Classification. Given a drug SMILES string, predict its absorption, distribution, metabolism, or excretion properties. Task type varies by dataset: regression for continuous measurements (e.g., permeability, clearance, half-life) or binary classification for categorical outcomes (e.g., BBB penetration, CYP inhibition). For this dataset (solubility_aqsoldb), we predict Y. (1) The compound is CCOP(=S)(OCC)SCSC(C)(C)C. The Y is -4.75 log mol/L. (2) The molecule is O=C1CCC(C(=O)O)N1. The Y is -0.404 log mol/L. (3) The drug is CCCCCCC(=O)OCN1C(=O)NC(c2ccccc2)(c2ccccc2)C1=O. The Y is -6.30 log mol/L.